The task is: Regression. Given a peptide amino acid sequence and an MHC pseudo amino acid sequence, predict their binding affinity value. This is MHC class II binding data.. This data is from Peptide-MHC class II binding affinity with 134,281 pairs from IEDB. The peptide sequence is ETTILDVDLRPASAW. The MHC is DRB1_0301 with pseudo-sequence DRB1_0301. The binding affinity (normalized) is 0.818.